Dataset: NCI-60 drug combinations with 297,098 pairs across 59 cell lines. Task: Regression. Given two drug SMILES strings and cell line genomic features, predict the synergy score measuring deviation from expected non-interaction effect. (1) Synergy scores: CSS=1.07, Synergy_ZIP=0.934, Synergy_Bliss=9.07, Synergy_Loewe=-0.995, Synergy_HSA=-1.15. Cell line: CCRF-CEM. Drug 1: C1CC(C1)(C(=O)O)C(=O)O.[NH2-].[NH2-].[Pt+2]. Drug 2: CC12CCC3C(C1CCC2O)C(CC4=C3C=CC(=C4)O)CCCCCCCCCS(=O)CCCC(C(F)(F)F)(F)F. (2) Drug 1: CCC1=CC2CC(C3=C(CN(C2)C1)C4=CC=CC=C4N3)(C5=C(C=C6C(=C5)C78CCN9C7C(C=CC9)(C(C(C8N6C)(C(=O)OC)O)OC(=O)C)CC)OC)C(=O)OC.C(C(C(=O)O)O)(C(=O)O)O. Drug 2: COC1=C2C(=CC3=C1OC=C3)C=CC(=O)O2. Cell line: SNB-75. Synergy scores: CSS=23.0, Synergy_ZIP=2.83, Synergy_Bliss=5.13, Synergy_Loewe=-18.6, Synergy_HSA=5.09. (3) Drug 1: CS(=O)(=O)C1=CC(=C(C=C1)C(=O)NC2=CC(=C(C=C2)Cl)C3=CC=CC=N3)Cl. Drug 2: C1=CC(=CC=C1CCC2=CNC3=C2C(=O)NC(=N3)N)C(=O)NC(CCC(=O)O)C(=O)O. Cell line: NCI-H322M. Synergy scores: CSS=7.34, Synergy_ZIP=-2.67, Synergy_Bliss=-0.468, Synergy_Loewe=-10.0, Synergy_HSA=-0.786. (4) Drug 1: C1=C(C(=O)NC(=O)N1)N(CCCl)CCCl. Drug 2: COCCOC1=C(C=C2C(=C1)C(=NC=N2)NC3=CC=CC(=C3)C#C)OCCOC.Cl. Cell line: SK-OV-3. Synergy scores: CSS=14.9, Synergy_ZIP=-7.78, Synergy_Bliss=-4.12, Synergy_Loewe=-2.64, Synergy_HSA=-2.47. (5) Drug 1: CC1CC2C3CCC4=CC(=O)C=CC4(C3(C(CC2(C1(C(=O)CO)O)C)O)F)C. Drug 2: CCN(CC)CCNC(=O)C1=C(NC(=C1C)C=C2C3=C(C=CC(=C3)F)NC2=O)C. Synergy scores: CSS=51.2, Synergy_ZIP=13.4, Synergy_Bliss=14.9, Synergy_Loewe=-9.71, Synergy_HSA=14.5. Cell line: HT29.